Dataset: Full USPTO retrosynthesis dataset with 1.9M reactions from patents (1976-2016). Task: Predict the reactants needed to synthesize the given product. (1) Given the product [CH:10]1([CH:8]([OH:9])[C:5]2[N:6]=[CH:7][C:2]([C:19]3[CH:18]=[CH:17][C:16]([N:29]4[CH2:33][C@H:32]([CH2:34][N:35]5[CH:39]=[CH:38][N:37]=[N:36]5)[O:31][C:30]4=[O:40])=[CH:15][C:14]=3[F:13])=[CH:3][CH:4]=2)[CH2:12][CH2:11]1, predict the reactants needed to synthesize it. The reactants are: Br[C:2]1[CH:3]=[CH:4][C:5]([CH:8]([CH:10]2[CH2:12][CH2:11]2)[OH:9])=[N:6][CH:7]=1.[F:13][C:14]1[CH:15]=[C:16]([N:29]2[CH2:33][C@H:32]([CH2:34][N:35]3[CH:39]=[CH:38][N:37]=[N:36]3)[O:31][C:30]2=[O:40])[CH:17]=[CH:18][C:19]=1B1OC(C)(C)C(C)(C)O1.C(=O)([O-])[O-].[K+].[K+]. (2) The reactants are: Cl.C([O:9][C:10]([C:12]1[C:13]2[C:14](=[O:26])[NH:15][C:16](=[O:25])[C:17]=2[C:18]2[CH:19]=[CH:20][N:21]([CH3:24])[C:22]=2[CH:23]=1)=[O:11])C1C=CC=CC=1.O. Given the product [CH3:24][N:21]1[CH:20]=[CH:19][C:18]2[C:17]3[C:16](=[O:25])[NH:15][C:14](=[O:26])[C:13]=3[C:12]([C:10]([OH:11])=[O:9])=[CH:23][C:22]1=2, predict the reactants needed to synthesize it. (3) Given the product [N:32]1([C:2]2[N:3]=[CH:4][C:5]([N:8]([CH3:31])[C@@H:9]3[CH2:13][CH2:12][N:11]([C:14]4[C:15]5[CH:22]=[CH:21][N:20]([CH2:23][O:24][CH2:25][CH2:26][Si:27]([CH3:29])([CH3:28])[CH3:30])[C:16]=5[N:17]=[CH:18][N:19]=4)[CH2:10]3)=[N:6][CH:7]=2)[CH:36]=[CH:35][N:34]=[CH:33]1, predict the reactants needed to synthesize it. The reactants are: Br[C:2]1[N:3]=[CH:4][C:5]([N:8]([CH3:31])[C@@H:9]2[CH2:13][CH2:12][N:11]([C:14]3[C:15]4[CH:22]=[CH:21][N:20]([CH2:23][O:24][CH2:25][CH2:26][Si:27]([CH3:30])([CH3:29])[CH3:28])[C:16]=4[N:17]=[CH:18][N:19]=3)[CH2:10]2)=[N:6][CH:7]=1.[NH:32]1[CH:36]=[CH:35][N:34]=[CH:33]1.C([O-])([O-])=O.[Cs+].[Cs+].N1C2C(=CC=C3C=2N=CC=C3)C=CC=1. (4) Given the product [N+:1]([C:4]1[CH:5]=[C:6]([NH:7][C:32]([C:27]2[C:26]([C:23]3[CH:24]=[CH:25][C:20]([C:19]([F:18])([F:35])[F:36])=[CH:21][CH:22]=3)=[CH:31][CH:30]=[CH:29][CH:28]=2)=[O:33])[CH:8]=[CH:9][CH:10]=1)([O-:3])=[O:2], predict the reactants needed to synthesize it. The reactants are: [N+:1]([C:4]1[CH:5]=[C:6]([CH:8]=[CH:9][CH:10]=1)[NH2:7])([O-:3])=[O:2].C(N(CC)CC)C.[F:18][C:19]([F:36])([F:35])[C:20]1[CH:25]=[CH:24][C:23]([C:26]2[C:27]([C:32](Cl)=[O:33])=[CH:28][CH:29]=[CH:30][CH:31]=2)=[CH:22][CH:21]=1. (5) The reactants are: [Cl:1][C:2]1[CH:3]=[C:4]([CH:7]=[C:8](F)[CH:9]=1)[C:5]#[N:6].[CH3:11][N:12]1[CH2:17][CH2:16][NH:15][CH2:14][CH2:13]1.C([O-])([O-])=O.[K+].[K+]. Given the product [Cl:1][C:2]1[CH:3]=[C:4]([CH:7]=[C:8]([N:15]2[CH2:16][CH2:17][N:12]([CH3:11])[CH2:13][CH2:14]2)[CH:9]=1)[C:5]#[N:6], predict the reactants needed to synthesize it. (6) Given the product [I:1][C:2]1[CH:12]=[N:11][C:5]2[NH:6][CH2:7][C:8](=[O:10])[N:9]([CH2:16][C:15]3[CH:18]=[C:19]([F:23])[C:20]([F:22])=[CH:21][C:14]=3[F:13])[C:4]=2[CH:3]=1, predict the reactants needed to synthesize it. The reactants are: [I:1][C:2]1[CH:12]=[N:11][C:5]2[NH:6][CH2:7][C:8](=[O:10])[NH:9][C:4]=2[CH:3]=1.[F:13][C:14]1[CH:21]=[C:20]([F:22])[C:19]([F:23])=[CH:18][C:15]=1[CH2:16]Br. (7) The reactants are: [F:1][C:2]1[C:32]([F:33])=[CH:31][C:5]2[NH:6][C:7]([CH2:9][CH:10]3[CH2:15][CH2:14][CH2:13][CH2:12][N:11]3[C:16]([C:18]3[N:19]=[C:20]([CH3:30])[S:21][C:22]=3[C:23]3[CH:28]=[CH:27][C:26]([F:29])=[CH:25][CH:24]=3)=[O:17])=[N:8][C:4]=2[CH:3]=1.[H-].[Na+].I[CH2:37][CH2:38][CH3:39]. Given the product [F:1][C:2]1[C:32]([F:33])=[CH:31][C:5]2[N:6]([CH2:37][CH2:38][CH3:39])[C:7]([CH2:9][CH:10]3[CH2:15][CH2:14][CH2:13][CH2:12][N:11]3[C:16]([C:18]3[N:19]=[C:20]([CH3:30])[S:21][C:22]=3[C:23]3[CH:28]=[CH:27][C:26]([F:29])=[CH:25][CH:24]=3)=[O:17])=[N:8][C:4]=2[CH:3]=1, predict the reactants needed to synthesize it.